Dataset: Full USPTO retrosynthesis dataset with 1.9M reactions from patents (1976-2016). Task: Predict the reactants needed to synthesize the given product. (1) Given the product [F:1][C:2]1[CH:3]=[CH:4][C:5]2[C:11](=[CH2:18])[C:10]3[CH:13]=[CH:14][CH:15]=[CH:16][C:9]=3[CH2:8][O:7][C:6]=2[CH:17]=1, predict the reactants needed to synthesize it. The reactants are: [F:1][C:2]1[CH:3]=[CH:4][C:5]2[C:11](=O)[C:10]3[CH:13]=[CH:14][CH:15]=[CH:16][C:9]=3[CH2:8][O:7][C:6]=2[CH:17]=1.[CH3:18][Mg+].[Br-]. (2) Given the product [Br:1][C:2]1[CH:3]=[C:4]2[C:8](=[CH:9][CH:10]=1)[N:7]([CH3:11])[CH:6]=[C:5]2[S:12]([C:15]1[CH:20]=[CH:19][C:18]([N:22]2[CH2:27][CH2:26][NH:25][CH2:24][CH2:23]2)=[CH:17][CH:16]=1)(=[O:14])=[O:13], predict the reactants needed to synthesize it. The reactants are: [Br:1][C:2]1[CH:3]=[C:4]2[C:8](=[CH:9][CH:10]=1)[N:7]([CH3:11])[CH:6]=[C:5]2[S:12]([C:15]1[CH:20]=[CH:19][C:18](F)=[CH:17][CH:16]=1)(=[O:14])=[O:13].[NH:22]1[CH2:27][CH2:26][NH:25][CH2:24][CH2:23]1.CS(C)=O. (3) Given the product [Cl:1][C:2]1[C:33]([CH3:34])=[CH:32][C:5]([O:6][CH2:7][CH2:8][CH2:9][C:10]2[C:18]3[C:13](=[C:14]([C:19]4[C:23]([CH3:24])=[N:22][N:21]([CH:37]([CH3:39])[CH3:38])[C:20]=4[CH3:25])[CH:15]=[CH:16][CH:17]=3)[N:12]([CH2:26][CH2:27][C:28]([OH:30])=[O:29])[C:11]=2[CH3:31])=[CH:4][C:3]=1[CH3:35], predict the reactants needed to synthesize it. The reactants are: [Cl:1][C:2]1[C:33]([CH3:34])=[CH:32][C:5]([O:6][CH2:7][CH2:8][CH2:9][C:10]2[C:18]3[C:13](=[C:14]([C:19]4[C:20]([CH3:25])=[N:21][NH:22][C:23]=4[CH3:24])[CH:15]=[CH:16][CH:17]=3)[N:12]([CH2:26][CH2:27][C:28]([OH:30])=[O:29])[C:11]=2[CH3:31])=[CH:4][C:3]=1[CH3:35].Br[CH:37]([CH3:39])[CH3:38]. (4) The reactants are: [CH3:1][N:2]([CH3:15])[C:3]1[CH:8]=[CH:7][C:6]([C:9]2[CH:14]=[CH:13][N:12]=[CH:11][CH:10]=2)=[CH:5][CH:4]=1.[CH2:16]([I:19])[CH2:17][CH3:18].C(OCC)C. Given the product [I-:19].[CH3:1][N:2]([CH3:15])[C:3]1[CH:4]=[CH:5][C:6]([C:9]2[CH:10]=[CH:11][N+:12]([CH2:16][CH2:17][CH3:18])=[CH:13][CH:14]=2)=[CH:7][CH:8]=1, predict the reactants needed to synthesize it. (5) Given the product [Cl:38][C:24]1[C:25]([NH:27][C@@H:28]2[C@@H:33]3[CH2:34][C@@H:30]([CH:31]=[CH:32]3)[C@@H:29]2[C:35]([NH2:37])=[O:36])=[N:26][C:21]([NH:1][C:2]2[C:17]([O:18][CH3:19])=[CH:16][C:5]3[N:6]([CH2:14][CH3:15])[C:7](=[O:13])[CH2:8][CH2:9][C:10]([CH3:12])([CH3:11])[C:4]=3[CH:3]=2)=[N:22][CH:23]=1, predict the reactants needed to synthesize it. The reactants are: [NH2:1][C:2]1[C:17]([O:18][CH3:19])=[CH:16][C:5]2[N:6]([CH2:14][CH3:15])[C:7](=[O:13])[CH2:8][CH2:9][C:10]([CH3:12])([CH3:11])[C:4]=2[CH:3]=1.Cl[C:21]1[N:26]=[C:25]([NH:27][C@@H:28]2[C@@H:33]3[CH2:34][C@@H:30]([CH:31]=[CH:32]3)[C@@H:29]2[C:35]([NH2:37])=[O:36])[C:24]([Cl:38])=[CH:23][N:22]=1.